Task: Predict the reaction yield, written as a fraction of the theoretical maximum amount of product (1.0 means a 100% yield; for example, 0.34 means a 34% yield).. Dataset: Reaction yield outcomes from USPTO patents with 853,638 reactions (1) The reactants are [N:1]1[CH:6]=[CH:5][CH:4]=[C:3]([N:7]2[CH2:11][CH2:10][NH:9][C:8]2=[O:12])[CH:2]=1.I[C:14]1[CH:22]=[CH:21][C:17]2[N:18]=[CH:19][S:20][C:16]=2[CH:15]=1.N[C@@H]1CCCC[C@H]1N.C(=O)([O-])[O-].[K+].[K+]. The catalyst is [Cu](I)I.O1CCOCC1. The product is [S:20]1[C:16]2[CH:15]=[C:14]([N:9]3[CH2:10][CH2:11][N:7]([C:3]4[CH:2]=[N:1][CH:6]=[CH:5][CH:4]=4)[C:8]3=[O:12])[CH:22]=[CH:21][C:17]=2[N:18]=[CH:19]1. The yield is 0.460. (2) The reactants are [Cl:1][C:2]1[CH:37]=[CH:36][C:5]([CH2:6][O:7][C:8]2[C:33]([F:34])=[CH:32][C:11]([CH2:12][C:13]3[C:21]4[C:16](=[N:17][CH:18]=[CH:19][CH:20]=4)[N:15]([Si](C(C)C)(C(C)C)C(C)C)[CH:14]=3)=[C:10]([F:35])[CH:9]=2)=[CH:4][CH:3]=1.[F-].C([N+](CCCC)(CCCC)CCCC)CCC. The catalyst is O1CCCC1. The product is [Cl:1][C:2]1[CH:3]=[CH:4][C:5]([CH2:6][O:7][C:8]2[C:33]([F:34])=[CH:32][C:11]([CH2:12][C:13]3[C:21]4[C:16](=[N:17][CH:18]=[CH:19][CH:20]=4)[NH:15][CH:14]=3)=[C:10]([F:35])[CH:9]=2)=[CH:36][CH:37]=1. The yield is 0.289. (3) The product is [Br:12][C:13]([C:16]1[C:24]2[O:23][C:22]([C:25]3[CH:30]=[CH:29][C:28]([OH:31])=[CH:27][CH:26]=3)=[N:21][C:20]=2[CH:19]=[C:18]([OH:32])[CH:17]=1)=[CH2:14]. The reactants are N12CCCN=C1CCCCC2.[Br:12][CH:13]([C:16]1[C:24]2[O:23][C:22]([C:25]3[CH:30]=[CH:29][C:28]([OH:31])=[CH:27][CH:26]=3)=[N:21][C:20]=2[CH:19]=[C:18]([OH:32])[CH:17]=1)[CH2:14]Br. The catalyst is C(#N)C. The yield is 0.580. (4) The reactants are Cl.Cl.[F:3][C:4]([F:25])([F:24])[C:5]1[CH:10]=[CH:9][C:8]([N:11]2[CH:15]=[CH:14][C:13]([CH2:16][N:17]3[CH2:22][CH2:21][CH:20]([NH2:23])[CH2:19][CH2:18]3)=[CH:12]2)=[CH:7][CH:6]=1.[Cl:26][C:27]1[CH:28]=[C:29]([CH2:33][CH2:34][C:35](O)=[O:36])[CH:30]=[CH:31][CH:32]=1.CCN(C(C)C)C(C)C.CN(C(ON1N=NC2C=CC=NC1=2)=[N+](C)C)C.F[P-](F)(F)(F)(F)F. The catalyst is CN(C=O)C.CCOC(C)=O. The product is [Cl:26][C:27]1[CH:28]=[C:29]([CH2:33][CH2:34][C:35]([NH:23][CH:20]2[CH2:21][CH2:22][N:17]([CH2:16][C:13]3[CH:14]=[CH:15][N:11]([C:8]4[CH:9]=[CH:10][C:5]([C:4]([F:3])([F:24])[F:25])=[CH:6][CH:7]=4)[CH:12]=3)[CH2:18][CH2:19]2)=[O:36])[CH:30]=[CH:31][CH:32]=1. The yield is 0.830. (5) The reactants are [Br:1][C:2]1[CH:7]=[CH:6][C:5]([NH:8][C:9]2[C:10]([CH:19]([OH:28])[CH2:20][Si](OC(C)C)(C)C)=[CH:11][C:12]3[NH:16][CH:15]=[N:14][C:13]=3[C:17]=2[F:18])=[C:4]([Cl:29])[CH:3]=1.[F-].[K+].[OH:32]O. The catalyst is CO.C1COCC1.O. The yield is 0.340. The product is [Br:1][C:2]1[CH:7]=[CH:6][C:5]([NH:8][C:9]2[C:10]([CH:19]([OH:28])[CH2:20][OH:32])=[CH:11][C:12]3[NH:16][CH:15]=[N:14][C:13]=3[C:17]=2[F:18])=[C:4]([Cl:29])[CH:3]=1.